Task: Predict the product of the given reaction.. Dataset: Forward reaction prediction with 1.9M reactions from USPTO patents (1976-2016) (1) Given the reactants [C:1]1([C:7]2[C:12]3[CH2:13][N:14](C(OC(C)(C)C)=O)[CH2:15][CH2:16][O:17][C:11]=3[CH:10]=[CH:9][CH:8]=2)[CH:6]=[CH:5][CH:4]=[CH:3][CH:2]=1.C(OCC)(=O)C.[ClH:31], predict the reaction product. The product is: [ClH:31].[C:1]1([C:7]2[C:12]3[CH2:13][NH:14][CH2:15][CH2:16][O:17][C:11]=3[CH:10]=[CH:9][CH:8]=2)[CH:2]=[CH:3][CH:4]=[CH:5][CH:6]=1. (2) Given the reactants Br[C:2]1[C:7]([N:8]([CH2:23][O:24][CH3:25])[S:9]([C:12]2[CH:17]=[CH:16][C:15]([Cl:18])=[C:14]([C:19]([F:22])([F:21])[F:20])[CH:13]=2)(=[O:11])=[O:10])=[CH:6][C:5]([Cl:26])=[CH:4][N:3]=1.C([Mg]Cl)(C)C.[Cl:32][C:33]1[CH:40]=[CH:39][C:38]([N:41]2[CH:45]=[CH:44][CH:43]=[N:42]2)=[CH:37][C:34]=1[CH:35]=[O:36], predict the reaction product. The product is: [Cl:18][C:15]1[CH:16]=[CH:17][C:12]([S:9]([N:8]([C:7]2[C:2]([CH:35]([C:34]3[CH:37]=[C:38]([N:41]4[CH:45]=[CH:44][CH:43]=[N:42]4)[CH:39]=[CH:40][C:33]=3[Cl:32])[OH:36])=[N:3][CH:4]=[C:5]([Cl:26])[CH:6]=2)[CH2:23][O:24][CH3:25])(=[O:11])=[O:10])=[CH:13][C:14]=1[C:19]([F:22])([F:21])[F:20]. (3) Given the reactants Cl[C:2]1[C:7]([CH2:8][O:9][CH:10]2[CH2:15][CH2:14][CH2:13][CH2:12][O:11]2)=[C:6]([CH3:16])[CH:5]=[CH:4][N:3]=1.C([O-])([O-])=O.[K+].[K+].CO[CH2:25][CH2:26]OC, predict the reaction product. The product is: [CH3:16][C:6]1[CH:5]=[CH:4][N:3]=[C:2]([CH:25]=[CH2:26])[C:7]=1[CH2:8][O:9][CH:10]1[CH2:15][CH2:14][CH2:13][CH2:12][O:11]1. (4) Given the reactants FC1C=C(C2N=C(SC)N=C(N3CCOC[C@@H]3C)C=2)C=NC=1.Cl[C:24]1[N:29]=[C:28]([N:30]2[CH2:35][CH2:34][O:33][CH2:32][C@@H:31]2[CH3:36])[CH:27]=[C:26]([C:37]2[CH:42]=[CH:41][CH:40]=[CH:39][N:38]=2)[N:25]=1.[CH:43]1([NH:46][C:47](=[O:64])[NH:48][C:49]2[CH:54]=[CH:53][C:52](B3OC(C)(C)C(C)(C)O3)=[CH:51][CH:50]=2)[CH2:45][CH2:44]1, predict the reaction product. The product is: [CH:43]1([NH:46][C:47]([NH:48][C:49]2[CH:54]=[CH:53][C:52]([C:24]3[N:29]=[C:28]([N:30]4[CH2:35][CH2:34][O:33][CH2:32][C@@H:31]4[CH3:36])[CH:27]=[C:26]([C:37]4[CH:42]=[CH:41][CH:40]=[CH:39][N:38]=4)[N:25]=3)=[CH:51][CH:50]=2)=[O:64])[CH2:45][CH2:44]1.